This data is from Forward reaction prediction with 1.9M reactions from USPTO patents (1976-2016). The task is: Predict the product of the given reaction. The product is: [CH3:1][CH:2]([CH3:26])[CH2:3][CH:4]([NH:15][C:16]1[CH:17]=[CH:18][C:19]([C:20]([OH:22])=[O:21])=[CH:24][CH:25]=1)[C:5]1[O:6][C:7]2[CH:14]=[CH:13][CH:12]=[CH:11][C:8]=2[C:9]=1[CH3:10]. Given the reactants [CH3:1][CH:2]([CH3:26])[CH2:3][CH:4]([NH:15][C:16]1[CH:25]=[CH:24][C:19]([C:20]([O:22]C)=[O:21])=[CH:18][CH:17]=1)[C:5]1[O:6][C:7]2[CH:14]=[CH:13][CH:12]=[CH:11][C:8]=2[C:9]=1[CH3:10].O1CCCC1.[OH-].[Na+], predict the reaction product.